This data is from Forward reaction prediction with 1.9M reactions from USPTO patents (1976-2016). The task is: Predict the product of the given reaction. (1) Given the reactants [CH3:1][C:2]1([CH3:20])[CH:11]([N:12]2[C:16]([CH:17]=[O:18])=[CH:15][N:14]=[CH:13]2)[C:10]2[C:5](=[CH:6][CH:7]=[CH:8][CH:9]=2)[C:4](=[O:19])[O:3]1.[CH3:21][Mg]Br.C(OCCCC)CCC.CC(C)=O, predict the reaction product. The product is: [OH:18][CH:17]([C:16]1[N:12]([CH:11]2[C:10]3[C:5](=[CH:6][CH:7]=[CH:8][CH:9]=3)[C:4](=[O:19])[O:3][C:2]2([CH3:20])[CH3:1])[CH:13]=[N:14][CH:15]=1)[CH3:21]. (2) Given the reactants [NH2:1][C:2]1[CH:23]=[CH:22][C:5]([O:6][C:7]2[CH:8]=[CH:9][C:10]3[N:11]([CH:13]=[C:14]([NH:16][C:17]([CH:19]4[CH2:21][CH2:20]4)=[O:18])[N:15]=3)[CH:12]=2)=[CH:4][CH:3]=1.[F:24][C:25]1[CH:30]=[CH:29][C:28]([N:31]2[CH:36]=[CH:35][CH:34]=[C:33]([C:37](O)=[O:38])[C:32]2=[O:40])=[CH:27][CH:26]=1.CN(C(ON1N=NC2C=CC=NC1=2)=[N+](C)C)C.F[P-](F)(F)(F)(F)F.C(N(CC)C(C)C)(C)C, predict the reaction product. The product is: [CH:19]1([C:17]([NH:16][C:14]2[N:15]=[C:10]3[CH:9]=[CH:8][C:7]([O:6][C:5]4[CH:22]=[CH:23][C:2]([NH:1][C:37]([C:33]5[C:32](=[O:40])[N:31]([C:28]6[CH:27]=[CH:26][C:25]([F:24])=[CH:30][CH:29]=6)[CH:36]=[CH:35][CH:34]=5)=[O:38])=[CH:3][CH:4]=4)=[CH:12][N:11]3[CH:13]=2)=[O:18])[CH2:20][CH2:21]1. (3) Given the reactants [CH3:1][C:2]1([CH3:31])[N:6]([CH2:7][C:8]2[CH:13]=[CH:12][N:11]=[C:10]([NH:14]C(=O)C)[CH:9]=2)[C:5](=[O:18])[N:4]([C:19]2[CH:24]=[CH:23][C:22]([S:25][C:26]([F:29])([F:28])[F:27])=[CH:21][CH:20]=2)[C:3]1=[O:30].[OH-].[Na+], predict the reaction product. The product is: [NH2:14][C:10]1[CH:9]=[C:8]([CH2:7][N:6]2[C:2]([CH3:31])([CH3:1])[C:3](=[O:30])[N:4]([C:19]3[CH:24]=[CH:23][C:22]([S:25][C:26]([F:29])([F:28])[F:27])=[CH:21][CH:20]=3)[C:5]2=[O:18])[CH:13]=[CH:12][N:11]=1. (4) Given the reactants [F:1][C:2]1[CH:26]=[CH:25][CH:24]=[C:23]([F:27])[C:3]=1[CH2:4][O:5][C:6]1[C:7]2[N:8]([C:13]([C:17]#[C:18][Si](C)(C)C)=[C:14]([CH3:16])[N:15]=2)[CH:9]=[C:10]([CH3:12])[CH:11]=1.C(=O)([O-])[O-].[K+].[K+], predict the reaction product. The product is: [F:1][C:2]1[CH:26]=[CH:25][CH:24]=[C:23]([F:27])[C:3]=1[CH2:4][O:5][C:6]1[C:7]2[N:8]([C:13]([C:17]#[CH:18])=[C:14]([CH3:16])[N:15]=2)[CH:9]=[C:10]([CH3:12])[CH:11]=1. (5) Given the reactants Br.Br.[NH2:3][C:4]1[C:8]([NH2:9])=[CH:7][S:6][CH:5]=1.[Cl:10][C:11]1[S:12][CH:13]=[C:14]([Cl:19])[C:15]=1[N:16]=[C:17]=[S:18].C(N(C(C)C)C(C)C)C, predict the reaction product. The product is: [NH2:9][C:8]1[C:4]([NH:3][C:17]([NH:16][C:15]2[C:14]([Cl:19])=[CH:13][S:12][C:11]=2[Cl:10])=[S:18])=[CH:5][S:6][CH:7]=1. (6) Given the reactants Br[C:2]1[CH:8]=[CH:7][C:5]([NH2:6])=[CH:4][C:3]=1[C:9]([F:12])([F:11])[F:10].[CH3:13][C:14]1[CH:19]=[CH:18][C:17](B(O)O)=[CH:16][CH:15]=1, predict the reaction product. The product is: [CH3:13][C:14]1[CH:19]=[CH:18][C:17]([C:2]2[CH:8]=[CH:7][C:5]([NH2:6])=[CH:4][C:3]=2[C:9]([F:12])([F:11])[F:10])=[CH:16][CH:15]=1.